From a dataset of Reaction yield outcomes from USPTO patents with 853,638 reactions. Predict the reaction yield, written as a fraction of the theoretical maximum amount of product (1.0 means a 100% yield; for example, 0.34 means a 34% yield). (1) The reactants are [OH:1][C@H:2]1[CH2:7][CH2:6][CH2:5][CH2:4][C@@H:3]1[NH:8][C:9]([C:11]1[C:15]2=[N:16][CH:17]=[CH:18][CH:19]=[C:14]2[NH:13][CH:12]=1)=[O:10].Br[CH2:21][C:22]1[CH:27]=[CH:26][C:25]([CH3:28])=[CH:24][CH:23]=1.C(=O)([O-])[O-].[Cs+].[Cs+]. The catalyst is CC(N(C)C)=O. The product is [OH:1][C@H:2]1[CH2:7][CH2:6][CH2:5][CH2:4][C@@H:3]1[NH:8][C:9]([C:11]1[C:15]2=[N:16][CH:17]=[CH:18][CH:19]=[C:14]2[N:13]([CH2:21][C:22]2[CH:27]=[CH:26][C:25]([CH3:28])=[CH:24][CH:23]=2)[CH:12]=1)=[O:10]. The yield is 0.570. (2) The product is [CH2:19]([O:18][C:16]([NH:15][C@H:3]1[C@H:2]([NH:1][C:34]([C:29]2[NH:30][C:31]([CH2:32][CH3:33])=[C:27]([Cl:26])[N:28]=2)=[O:35])[CH2:7][CH2:6][N:5]([C:8]([O:10][C:11]([CH3:14])([CH3:13])[CH3:12])=[O:9])[CH2:4]1)=[O:17])[C:20]1[CH:25]=[CH:24][CH:23]=[CH:22][CH:21]=1. No catalyst specified. The reactants are [NH2:1][C@@H:2]1[CH2:7][CH2:6][N:5]([C:8]([O:10][C:11]([CH3:14])([CH3:13])[CH3:12])=[O:9])[CH2:4][C@H:3]1[NH:15][C:16]([O:18][CH2:19][C:20]1[CH:25]=[CH:24][CH:23]=[CH:22][CH:21]=1)=[O:17].[Cl:26][C:27]1[N:28]=[C:29]([C:34](O)=[O:35])[NH:30][C:31]=1[CH2:32][CH3:33].CCN=C=NCCCN(C)C.Cl.C1C=CC2N(O)N=NC=2C=1. The yield is 0.690. (3) The reactants are [Br-:1].C([N:4]([CH2:7][CH3:8])CC)C.[CH3:9][C:10]([S:13](Cl)=[O:14])([CH3:12])[CH3:11]. The catalyst is C(Cl)Cl. The product is [Br:1][CH2:8][CH2:7][NH:4][S:13]([C:10]([CH3:12])([CH3:11])[CH3:9])=[O:14]. The yield is 0.860. (4) The reactants are [OH:1][C:2]1[CH:9]=[CH:8][C:7]([C:10]2[O:14][N:13]=[C:12]([C:15]3[CH:23]=[CH:22][CH:21]=[C:20]4[C:16]=3[CH2:17][CH2:18][CH:19]4[NH:24][CH2:25][CH2:26][OH:27])[N:11]=2)=[CH:6][C:3]=1[C:4]#[N:5].C([O-])([O-])=O.[K+].[K+].Br[CH2:35][CH:36]([CH3:38])[CH3:37]. The catalyst is CC(N(C)C)=O. The product is [OH:27][CH2:26][CH2:25][NH:24][CH:19]1[C:20]2[C:16](=[C:15]([C:12]3[N:11]=[C:10]([C:7]4[CH:8]=[CH:9][C:2]([O:1][CH2:35][CH:36]([CH3:38])[CH3:37])=[C:3]([CH:6]=4)[C:4]#[N:5])[O:14][N:13]=3)[CH:23]=[CH:22][CH:21]=2)[CH2:17][CH2:18]1. The yield is 0.370. (5) The reactants are CS(C)=O.O1CCCC1.[F:10][C:11]1[CH:12]=[CH:13][C:14]([CH2:17][O:18][C:19]2[CH:24]=[CH:23][C:22](/[CH:25]=[CH:26]/[N+:27]([O-:29])=[O:28])=[C:21]([F:30])[CH:20]=2)=[N:15][CH:16]=1.[BH4-].[Na+]. The catalyst is O.C(O)(=O)C. The product is [F:10][C:11]1[CH:12]=[CH:13][C:14]([CH2:17][O:18][C:19]2[CH:24]=[CH:23][C:22]([CH2:25][CH2:26][N+:27]([O-:29])=[O:28])=[C:21]([F:30])[CH:20]=2)=[N:15][CH:16]=1. The yield is 0.344.